From a dataset of Forward reaction prediction with 1.9M reactions from USPTO patents (1976-2016). Predict the product of the given reaction. Given the reactants [CH3:1][O:2][C:3](=[O:13])[C@H:4]([CH2:6][C:7]1[CH:12]=[CH:11][CH:10]=[CH:9][CH:8]=1)[NH2:5].[C:14]([O-:17])([O-:16])=O.[Na+].[Na+].[CH3:20][C:21]([O:24][C:25](O[C:25]([O:24][C:21]([CH3:23])([CH3:22])[CH3:20])=[O:26])=[O:26])([CH3:23])[CH3:22], predict the reaction product. The product is: [C:7]([O:16][C:14]([N:5]([C:25]([O:24][C:21]([CH3:23])([CH3:20])[CH3:22])=[O:26])[C@@H:4]([CH2:6][C:7]1[CH:12]=[CH:11][CH:10]=[CH:9][CH:8]=1)[C:3]([O:2][CH3:1])=[O:13])=[O:17])([CH3:12])([CH3:8])[CH3:6].